From a dataset of Forward reaction prediction with 1.9M reactions from USPTO patents (1976-2016). Predict the product of the given reaction. (1) The product is: [CH2:1]([O:8][C:9]1[CH:10]=[C:11]([CH:16]=[C:17]([C:20]2[CH:21]=[CH:22][C:23]3[O:27][C:26]([C:28]4[CH:29]=[CH:30][C:31]([F:34])=[CH:32][CH:33]=4)=[C:25]([C:35](=[O:38])[NH:36][CH3:37])[C:24]=3[CH:39]=2)[C:18]=1[CH3:19])[C:12]([OH:14])=[O:13])[C:2]1[CH:3]=[CH:4][CH:5]=[CH:6][CH:7]=1. Given the reactants [CH2:1]([O:8][C:9]1[CH:10]=[C:11]([CH:16]=[C:17]([C:20]2[CH:21]=[CH:22][C:23]3[O:27][C:26]([C:28]4[CH:33]=[CH:32][C:31]([F:34])=[CH:30][CH:29]=4)=[C:25]([C:35](=[O:38])[NH:36][CH3:37])[C:24]=3[CH:39]=2)[C:18]=1[CH3:19])[C:12]([O:14]C)=[O:13])[C:2]1[CH:7]=[CH:6][CH:5]=[CH:4][CH:3]=1.[OH-].[Na+].Cl, predict the reaction product. (2) The product is: [Br:1][C:2]1[CH:9]=[CH:8][C:5]([C:6]#[N:7])=[C:4]([NH:16][CH:14]([CH3:15])[CH2:13][O:12][CH3:11])[CH:3]=1. Given the reactants [Br:1][C:2]1[CH:9]=[CH:8][C:5]([C:6]#[N:7])=[C:4](F)[CH:3]=1.[CH3:11][O:12][CH2:13][CH:14]([NH2:16])[CH3:15].C(N(C(C)C)CC)(C)C.CS(C)=O, predict the reaction product. (3) Given the reactants [C:1]([NH:4][NH:5][C:6](=[O:13])[C:7]1[CH:12]=[CH:11][CH:10]=[CH:9][CH:8]=1)(=[NH:3])[NH2:2].C(=O)([O-])[O-].[Na+].[Na+].[C:20](Cl)(=[O:27])[C:21]1[CH:26]=[CH:25][CH:24]=[CH:23][CH:22]=1, predict the reaction product. The product is: [C:20]([NH:3][C:1]([NH:4][NH:5][C:6](=[O:13])[C:7]1[CH:8]=[CH:9][CH:10]=[CH:11][CH:12]=1)=[NH:2])(=[O:27])[C:21]1[CH:26]=[CH:25][CH:24]=[CH:23][CH:22]=1. (4) Given the reactants [Cl:1][C:2]1[C:11]2[C:6](=[CH:7][CH:8]=[C:9]([CH:12]([C:14]3[N:18]([CH3:19])[C:17]([CH3:20])=[N:16][CH:15]=3)[OH:13])[CH:10]=2)[N:5]=[C:4]([O:21][CH3:22])[C:3]=1[CH:23]1[CH2:27][CH2:26][CH2:25][CH2:24]1, predict the reaction product. The product is: [Cl:1][C:2]1[C:11]2[C:6](=[CH:7][CH:8]=[C:9]([C:12]([C:14]3[N:18]([CH3:19])[C:17]([CH3:20])=[N:16][CH:15]=3)=[O:13])[CH:10]=2)[N:5]=[C:4]([O:21][CH3:22])[C:3]=1[CH:23]1[CH2:24][CH2:25][CH2:26][CH2:27]1. (5) The product is: [Cl:59][C:60]1[CH:72]=[CH:71][CH:70]=[CH:69][C:61]=1[O:62][CH:63]1[CH2:68][CH2:67][N:66]([C:24](=[O:26])[CH2:23][NH:22][C:20]([C:17]2[CH:16]=[C:15]([C:10]3[CH:11]=[CH:12][CH:13]=[CH:14][C:9]=3[O:8][CH2:1][C:2]3[CH:7]=[CH:6][CH:5]=[CH:4][CH:3]=3)[O:19][N:18]=2)=[O:21])[CH2:65][CH2:64]1. Given the reactants [CH2:1]([O:8][C:9]1[CH:14]=[CH:13][CH:12]=[CH:11][C:10]=1[C:15]1[O:19][N:18]=[C:17]([C:20]([NH:22][CH2:23][C:24]([OH:26])=O)=[O:21])[CH:16]=1)[C:2]1[CH:7]=[CH:6][CH:5]=[CH:4][CH:3]=1.CCN(C(C)C)C(C)C.C1C=CC2N(O)N=NC=2C=1.CCN=C=NCCCN(C)C.Cl.Cl.[Cl:59][C:60]1[CH:72]=[CH:71][CH:70]=[CH:69][C:61]=1[O:62][CH:63]1[CH2:68][CH2:67][NH:66][CH2:65][CH2:64]1, predict the reaction product.